Dataset: HIV replication inhibition screening data with 41,000+ compounds from the AIDS Antiviral Screen. Task: Binary Classification. Given a drug SMILES string, predict its activity (active/inactive) in a high-throughput screening assay against a specified biological target. (1) The drug is O=C(O)CCC(NC(=O)c1ccc(Oc2nc3ccccc3nc2-c2ccccc2)cc1)C(=O)O. The result is 0 (inactive). (2) The result is 0 (inactive). The drug is CCCN(CCC)C(=S)S.[NaH]. (3) The molecule is CC(C)(C)C(=O)C=Cc1ccc(Oc2ccccc2)cc1. The result is 0 (inactive). (4) The result is 0 (inactive). The molecule is CN(C)P(=O)(N(C)C)N(C)C.C[Sn](C)(Cl)Cl. (5) The compound is O=C(Nc1ccc(C2=NCCN2)cc1)c1ccc(C(=O)Nc2ccc(C3=NCCN3)cc2)c(O)c1. The result is 0 (inactive). (6) The compound is CC(C(=O)O)S(=O)(=O)O.CCc1c2cc(OC)c(OC)cc2cc2c3cc(OC)c(OC)cc3cc[n+]12. The result is 0 (inactive).